Dataset: Forward reaction prediction with 1.9M reactions from USPTO patents (1976-2016). Task: Predict the product of the given reaction. The product is: [C:1]([C:3]1[CH:12]=[CH:11][C:6]([C:7]([OH:9])=[O:8])=[CH:5][C:4]=1[N:13]1[CH:17]=[CH:16][CH:15]=[N:14]1)#[N:2]. Given the reactants [C:1]([C:3]1[CH:12]=[CH:11][C:6]([C:7]([O:9]C)=[O:8])=[CH:5][C:4]=1[N:13]1[CH:17]=[CH:16][CH:15]=[N:14]1)#[N:2].Cl, predict the reaction product.